Task: Predict which catalyst facilitates the given reaction.. Dataset: Catalyst prediction with 721,799 reactions and 888 catalyst types from USPTO (1) Reactant: C(OC(=O)[NH:7][C:8]1[CH2:9][O:10][CH2:11][C:12]([C:15]2[CH:20]=[CH:19][CH:18]=[C:17]([NH:21][C:22]([C:24]3[CH:29]=[CH:28][C:27]([Br:30])=[CH:26][N:25]=3)=[O:23])[CH:16]=2)([CH3:14])[N:13]=1)(C)(C)C.[ClH:32].O1CCOCC1. Product: [ClH:32].[NH2:7][C:8]1[CH2:9][O:10][CH2:11][C:12]([C:15]2[CH:16]=[C:17]([NH:21][C:22]([C:24]3[CH:29]=[CH:28][C:27]([Br:30])=[CH:26][N:25]=3)=[O:23])[CH:18]=[CH:19][CH:20]=2)([CH3:14])[N:13]=1. The catalyst class is: 4. (2) Reactant: [CH2:1]([C:3]1[N:8]=[CH:7][N:6]=[C:5](O)[C:4]=1[F:10])[CH3:2].C(Cl)[Cl:12].C(N(CC)CC)C.P(Cl)(Cl)(Cl)=O. Product: [Cl:12][C:5]1[C:4]([F:10])=[C:3]([CH2:1][CH3:2])[N:8]=[CH:7][N:6]=1. The catalyst class is: 7. (3) Reactant: [F:1][C:2]([F:36])([F:35])[C:3]1[CH:34]=[CH:33][C:6]2=[N:7][N:8]([C:10]3[CH:11]=[C:12]([CH:19]=[C:20]([C:23]([C:26]4[CH:31]=[CH:30][CH:29]=[CH:28][C:27]=4[F:32])([CH3:25])[CH3:24])[C:21]=3[OH:22])[CH2:13][CH2:14][C:15]([O:17]C)=[O:16])[N:9]=[C:5]2[CH:4]=1.Cl. Product: [F:36][C:2]([F:1])([F:35])[C:3]1[CH:34]=[CH:33][C:6]2=[N:7][N:8]([C:10]3[CH:11]=[C:12]([CH:19]=[C:20]([C:23]([C:26]4[CH:31]=[CH:30][CH:29]=[CH:28][C:27]=4[F:32])([CH3:25])[CH3:24])[C:21]=3[OH:22])[CH2:13][CH2:14][C:15]([OH:17])=[O:16])[N:9]=[C:5]2[CH:4]=1. The catalyst class is: 74. (4) Reactant: C[O:2][C:3](=[O:38])[CH2:4][C@H:5]([OH:37])[CH2:6][C@H:7]([OH:36])[CH2:8][CH2:9][C:10]1[N:11]([CH2:34][CH3:35])[C:12]([C:25](=[O:33])[NH:26][C:27]2[CH:32]=[CH:31][CH:30]=[CH:29][CH:28]=2)=[C:13]([CH:22]([CH3:24])[CH3:23])[C:14]=1[C:15]1[CH:20]=[CH:19][C:18]([F:21])=[CH:17][CH:16]=1.O.[OH-].[Na+:41]. Product: [Na+:41].[CH2:34]([N:11]1[C:12]([C:25](=[O:33])[NH:26][C:27]2[CH:28]=[CH:29][CH:30]=[CH:31][CH:32]=2)=[C:13]([CH:22]([CH3:24])[CH3:23])[C:14]([C:15]2[CH:16]=[CH:17][C:18]([F:21])=[CH:19][CH:20]=2)=[C:10]1[CH2:9][CH2:8][C@@H:7]([OH:36])[CH2:6][C@@H:5]([OH:37])[CH2:4][C:3]([O-:38])=[O:2])[CH3:35]. The catalyst class is: 8. (5) Reactant: [CH3:1][N:2]([C:9]1[CH:14]=[CH:13][CH:12]=[C:11]([N+:15]([O-])=O)[CH:10]=1)[C:3]1[CH:4]=[N:5][CH:6]=[CH:7][CH:8]=1.Cl[Sn]Cl.[OH-].[Na+]. Product: [CH3:1][N:2]([C:3]1[CH:4]=[N:5][CH:6]=[CH:7][CH:8]=1)[C:9]1[CH:14]=[CH:13][CH:12]=[C:11]([NH2:15])[CH:10]=1. The catalyst class is: 393. (6) Reactant: [H-].[H-].[H-].[H-].[Li+].[Al+3].[C:7]([O:11][C:12]([NH:14][C@@H:15]([CH:20]([CH3:22])[CH3:21])[C:16](OC)=[O:17])=[O:13])([CH3:10])([CH3:9])[CH3:8]. Product: [OH:17][CH2:16][C@@H:15]([NH:14][C:12](=[O:13])[O:11][C:7]([CH3:8])([CH3:10])[CH3:9])[CH:20]([CH3:22])[CH3:21]. The catalyst class is: 1. (7) Reactant: [Br:1][C:2]1[CH:7]=[CH:6][C:5]([CH:8]([C:18]2[CH:23]=[CH:22][CH:21]=[CH:20][C:19]=2[CH3:24])[CH2:9][C:10]([CH:12]2[CH2:17][CH2:16][NH:15][CH2:14][CH2:13]2)=[O:11])=[CH:4][CH:3]=1.C(N(CC)C(C)C)(C)C.[C:34](Cl)(=[O:36])[CH3:35]. Product: [C:34]([N:15]1[CH2:16][CH2:17][CH:12]([C:10](=[O:11])[CH2:9][CH:8]([C:5]2[CH:6]=[CH:7][C:2]([Br:1])=[CH:3][CH:4]=2)[C:18]2[CH:23]=[CH:22][CH:21]=[CH:20][C:19]=2[CH3:24])[CH2:13][CH2:14]1)(=[O:36])[CH3:35]. The catalyst class is: 10. (8) Reactant: C(Cl)Cl.[CH3:4][O:5][C:6]([C@@H:8]([N:16]1[CH2:24][C:20]2[CH:21]=[CH:22][S:23][C:19]=2[CH2:18][CH2:17]1)[C:9]1[CH:10]=[CH:11][CH:12]=[CH:13][C:14]=1[Cl:15])=[O:7].[S:25](=[O:29])(=[O:28])([OH:27])[OH:26]. Product: [CH3:4][O:5][C:6]([C@@H:8]([N:16]1[CH2:24][C:20]2[CH:21]=[CH:22][S:23][C:19]=2[CH2:18][CH2:17]1)[C:9]1[C:14]([Cl:15])=[CH:13][CH:12]=[CH:11][CH:10]=1)=[O:7].[OH:28][S:25]([OH:29])(=[O:27])=[O:26]. The catalyst class is: 824. (9) Product: [CH:47]1([CH2:50][NH:51][C:52]([C:54]2[N:55]=[C:56]([C:63]([F:64])([F:65])[F:66])[N:57]3[CH2:62][CH2:61][N:60]([C:4](=[O:5])[C:3]4[CH:7]=[C:8]([CH2:11][C:12]5[C:21]6[C:16](=[CH:17][CH:18]=[CH:19][CH:20]=6)[C:15](=[O:22])[NH:14][N:13]=5)[CH:9]=[CH:10][C:2]=4[F:1])[CH2:59][C:58]=23)=[O:53])[CH2:49][CH2:48]1. Reactant: [F:1][C:2]1[CH:10]=[CH:9][C:8]([CH2:11][C:12]2[C:21]3[C:16](=[CH:17][CH:18]=[CH:19][CH:20]=3)[C:15](=[O:22])[NH:14][N:13]=2)=[CH:7][C:3]=1[C:4](O)=[O:5].F[P-](F)(F)(F)(F)F.N1(OC(N(C)C)=[N+](C)C)C2C=CC=CC=2N=N1.[CH:47]1([CH2:50][NH:51][C:52]([C:54]2[N:55]=[C:56]([C:63]([F:66])([F:65])[F:64])[N:57]3[CH2:62][CH2:61][NH:60][CH2:59][C:58]=23)=[O:53])[CH2:49][CH2:48]1.C(N(CC)C(C)C)(C)C. The catalyst class is: 9.